This data is from Catalyst prediction with 721,799 reactions and 888 catalyst types from USPTO. The task is: Predict which catalyst facilitates the given reaction. (1) Reactant: [F:1][C:2]1[CH:9]=[C:8]([OH:10])[CH:7]=[CH:6][C:3]=1[C:4]#[N:5].C(=O)([O-])[O-].[K+].[K+].[CH2:17](Br)[C:18]1[CH:23]=[CH:22][CH:21]=[CH:20][CH:19]=1. Product: [CH2:17]([O:10][C:8]1[CH:7]=[CH:6][C:3]([C:4]#[N:5])=[C:2]([F:1])[CH:9]=1)[C:18]1[CH:23]=[CH:22][CH:21]=[CH:20][CH:19]=1. The catalyst class is: 3. (2) Reactant: [Cl:1][C:2]1[CH:7]=[C:6]([Cl:8])[CH:5]=[CH:4][C:3]=1[SH:9].C(=O)([O-])[O-].[K+].[K+].Cl[C:17]1[CH:24]=[CH:23][CH:22]=[CH:21][C:18]=1[CH:19]=[O:20]. Product: [Cl:1][C:2]1[CH:7]=[C:6]([Cl:8])[CH:5]=[CH:4][C:3]=1[S:9][C:17]1[CH:24]=[CH:23][CH:22]=[CH:21][C:18]=1[CH:19]=[O:20]. The catalyst class is: 3. (3) Reactant: C1(P(C2C=CC=CC=2)C2C=CC=CC=2)C=CC=CC=1.[N:20]([CH2:23][C@@:24]12[CH2:39][O:38][C@@H:26]([C@H:27]([N:29]3[CH:36]=[C:35]([CH3:37])[C:33](=[O:34])[NH:32][C:30]3=[O:31])[O:28]1)[C@@H:25]2[OH:40])=[N+]=[N-].N. Product: [NH2:20][CH2:23][C@@:24]12[CH2:39][O:38][C@@H:26]([C@H:27]([N:29]3[CH:36]=[C:35]([CH3:37])[C:33](=[O:34])[NH:32][C:30]3=[O:31])[O:28]1)[C@@H:25]2[OH:40]. The catalyst class is: 17. (4) Reactant: OC(C(F)(F)F)=O.[C:8]1([N:14]2[CH2:19][CH2:18][N:17]([CH2:20][C:21]3[N:22]=[C:23]([NH:26]C(=O)C)[S:24][CH:25]=3)[CH2:16][CH2:15]2)[CH:13]=[CH:12][CH:11]=[CH:10][CH:9]=1.Cl. Product: [C:8]1([N:14]2[CH2:19][CH2:18][N:17]([CH2:20][C:21]3[N:22]=[C:23]([NH2:26])[S:24][CH:25]=3)[CH2:16][CH2:15]2)[CH:9]=[CH:10][CH:11]=[CH:12][CH:13]=1. The catalyst class is: 1.